This data is from Drug-target binding data from BindingDB using IC50 measurements. The task is: Regression. Given a target protein amino acid sequence and a drug SMILES string, predict the binding affinity score between them. We predict pIC50 (pIC50 = -log10(IC50 in M); higher means more potent). Dataset: bindingdb_ic50. (1) The compound is C1CCN2C[C@@H]3C[C@@H](CN4CCCCC34)C2C1. The target protein (P12938) has sequence MELLAGTGLWPMAIFTVIFILLVDLMHRRQRWTSRYPPGPVPWPVLGNLLQVDLCNMPYSMYKLQNRYGDVFSLQMGWKPVVVINGLKAVQELLVTCGEDTADRPEMPIFQHIGYGHKAKGVVLAPYGPEWREQRRFSVSTLRNFGVGKKSLEQWVTDEASHLCDALTAEAGRPLDPYTLLNKAVCNVIASLIYARRFDYGDPDFIKVLKILKESMGEQTGLFPEVLNMFPVLLRIPGLADKVFPGQKTFLTMVDNLVTEHKKTWDPDQPPRDLTDAFLAEIEKAKGNPESSFNDANLRLVVNDLFGAGMVTTSITLTWALLLMILHPDVQCRVQQEIDEVIGQVRHPEMADQAHMPFTNAVIHEVQRFADIVPMNLPHKTSRDIEVQGFLIPKGTTLIPNLSSVLKDETVWEKPLRFHPEHFLDAQGNFVKHEAFMPFSAGRRACLGEPLARMELFLFFTCLLQRFSFSVPTGQPRPSDYGVFAFLLSPSPYQLCAFKR.... The pIC50 is 2.7. (2) The target protein (P30083) has sequence MRPPSPPHVRWLCVLAGALACALRPAGSQAASPQHECEYLQLIEIQRQQCLEEAQLENETTGCSKMWDNLTCWPTTPRGQAVVLDCPLIFQLFAPIHGYNISRSCTEEGWSQLEPGPYHIACGLNDRASSLDEQQQTKFYNTVKTGYTIGYSLSLASLLVAMAILSLFRKLHCTRNYIHMHLFMSFILRATAVFIKDMALFNSGEIDHCSEASVGCKAAVVFFQYCVMANFFWLLVEGLYLYTLLAVSFFSERKYFWGYILIGWGVPSVFITIWTVVRIYFEDFGCWDTIINSSLWWIIKAPILLSILVNFVLFICIIRILVQKLRPPDIGKNDSSPYSRLAKSTLLLIPLFGIHYVMFAFFPDNFKAQVKMVFELVVGSFQGFVVAILYCFLNGEVQAELRRKWRRWHLQGVLGWSSKSQHPWGGSNGATCSTQVSMLTRVSPSARRSSSFQAEVSLV. The small molecule is N#Cc1c(NC(=O)CCc2ccccc2)sc2c1CCCC2. The pIC50 is 6.5.